Dataset: Reaction yield outcomes from USPTO patents with 853,638 reactions. Task: Predict the reaction yield, written as a fraction of the theoretical maximum amount of product (1.0 means a 100% yield; for example, 0.34 means a 34% yield). (1) The reactants are [NH:1]1[C:5]2[CH:6]=[CH:7][CH:8]=[CH:9][C:4]=2[N:3]=[C:2]1[S:10][CH2:11][C:12]([N:14]1[C:23]2[C:18](=[CH:19][CH:20]=[CH:21][CH:22]=2)[CH2:17][CH2:16][CH2:15]1)=[O:13].S([C:34]#[N:35])(C1C=CC(C)=CC=1)(=O)=O. The catalyst is C1COCC1. The product is [N:14]1([C:12](=[O:13])[CH2:11][S:10][C:2]2[N:3]([C:34]#[N:35])[C:4]3[CH:9]=[CH:8][CH:7]=[CH:6][C:5]=3[N:1]=2)[C:23]2[C:18](=[CH:19][CH:20]=[CH:21][CH:22]=2)[CH2:17][CH2:16][CH2:15]1. The yield is 0.590. (2) The reactants are [Cl:1][C:2]1[C:7]([Cl:8])=[CH:6][CH:5]=[CH:4][C:3]=1[CH:9]([NH2:17])[CH2:10][C:11]1[CH:12]=[N:13][CH:14]=[CH:15][CH:16]=1.CO[C:20]1[CH2:21][CH2:22][CH2:23][N:24]=1. The catalyst is CO.C(O)(=O)C. The product is [Cl:1][C:2]1[C:7]([Cl:8])=[CH:6][CH:5]=[CH:4][C:3]=1[CH:9]([NH:17][C:20]1[CH2:21][CH2:22][CH2:23][N:24]=1)[CH2:10][C:11]1[CH:12]=[N:13][CH:14]=[CH:15][CH:16]=1. The yield is 0.500. (3) The reactants are C([O:3][CH:4](OCC)[C:5]1[N:10]=[C:9]([CH:11]2[CH2:15][CH2:14][CH2:13][O:12]2)[C:8]([F:16])=[C:7]([NH:17]C(C2C=CC=CC=2)(C2C=CC=CC=2)C2C=CC=CC=2)[CH:6]=1)C.OS(O)(=O)=O.CC#N. The catalyst is O. The product is [NH2:17][C:7]1[C:8]([F:16])=[C:9]([CH:11]2[CH2:15][CH2:14][CH2:13][O:12]2)[N:10]=[C:5]([CH:4]=[O:3])[CH:6]=1. The yield is 0.950. (4) The reactants are [Cl-].[S:2]([O-])(=[O:5])(=[O:4])[CH3:3].[NH2:7][C@@H:8]1[CH2:12][CH2:11][N:10]([CH2:13][C:14]2[CH:35]=[CH:34][C:17]([C:18]([NH:20][CH2:21][C:22]3[CH:27]=[C:26]([Cl:28])[CH:25]=[CH:24][C:23]=3[S:29]([CH2:32][CH3:33])(=[O:31])=[O:30])=[O:19])=[CH:16][C:15]=2[C:36]([F:39])([F:38])[F:37])[CH2:9]1. The catalyst is C(Cl)Cl. The product is [Cl:28][C:26]1[CH:25]=[CH:24][C:23]([S:29]([CH2:32][CH3:33])(=[O:31])=[O:30])=[C:22]([CH:27]=1)[CH2:21][NH:20][C:18](=[O:19])[C:17]1[CH:34]=[CH:35][C:14]([CH2:13][N:10]2[CH2:11][CH2:12][C@@H:8]([NH:7][S:2]([CH3:3])(=[O:5])=[O:4])[CH2:9]2)=[C:15]([C:36]([F:38])([F:39])[F:37])[CH:16]=1. The yield is 0.820. (5) The reactants are [C:1]([O:5][C:6]([NH:8][CH2:9][C:10]1[N:11]([CH2:31][CH:32]([CH3:34])[CH3:33])[C:12](=[O:30])[C:13]2[C:18]([C:19]=1[C:20]1[CH:25]=[CH:24][C:23]([Cl:26])=[CH:22][CH:21]=1)=[CH:17][C:16]([C:27](O)=[O:28])=[CH:15][CH:14]=2)=[O:7])([CH3:4])([CH3:3])[CH3:2].Cl.C([N:38]=C=NCCCN(C)C)C.[NH4+].ON1C2C=CC=CC=2N=N1.O. The catalyst is CN(C)C=O. The product is [C:1]([O:5][C:6]([NH:8][CH2:9][C:10]1[N:11]([CH2:31][CH:32]([CH3:34])[CH3:33])[C:12](=[O:30])[C:13]2[C:18]([C:19]=1[C:20]1[CH:21]=[CH:22][C:23]([Cl:26])=[CH:24][CH:25]=1)=[CH:17][C:16]([C:27]([NH2:38])=[O:28])=[CH:15][CH:14]=2)=[O:7])([CH3:4])([CH3:3])[CH3:2]. The yield is 0.850.